Token-level Classification. Given an antigen amino acid sequence, predict which amino acid positions are active epitope sites capable of antibody binding. Output is a list of indices for active positions. From a dataset of B-cell epitopes from PDB crystal structures with 447 antigens. (1) Given the antigen sequence: STALRELIEELVNITQAPLCNGSMVWSINLTAGMYCAALESLINVSGCSAIEKTQRMLSGFCPHKVSAGQFSSLHVRDTKIEVAQFVKDLLLHLKKLFREG, which amino acid positions are active epitope sites? The epitope positions are: [4, 7, 8, 91, 94, 95, 97, 98, 99, 100]. The amino acids at these positions are: RIELKKFREG. (2) Given the antigen sequence: EVKLENVTENFNMWKNNMVEQMHEDIISLWDQSLKPCVKLTPLCVGAGSCNTSVITQACPKVSFEPIPIHYCAPAGFAILKCNDKKFNGTGPCTNVSTVQCTHGIRPVVSTQLLLNGSLAEEEIVIRSENFTNNAKTIIVQLNESVVINCTGAGHCNLSKTQWENTLEQIAIKLKEQFGNNKTIIFNPSSGGDPEIVTHSFNCGGEFFYCNSTQLFTWRNITLPCRIKQIINMWQEVGKAMYAPPIRGQIRCSSNITGLLLTRDGGKDTNGTEIFRPGGGDMRDNWRSELYKYKVVKIE, which amino acid positions are active epitope sites? The epitope positions are: [36, 37, 38, 39, 41, 55, 56, 57, 58, 59, 60, 225, 226, 227, 228, 229, 230, 231, 240, 242... (22 total positions)]. The amino acids at these positions are: CVKLPTQACPKRIKQIINMAPI.